From a dataset of Full USPTO retrosynthesis dataset with 1.9M reactions from patents (1976-2016). Predict the reactants needed to synthesize the given product. (1) Given the product [Cl:2][C:3]1[CH:4]=[C:5]([N:9]2[C:11](=[O:16])[CH:12]=[C:13]([CH3:15])[NH:10]2)[CH:6]=[CH:7][CH:8]=1, predict the reactants needed to synthesize it. The reactants are: Cl.[Cl:2][C:3]1[CH:4]=[C:5]([NH:9][NH2:10])[CH:6]=[CH:7][CH:8]=1.[C:11](OC)(=[O:16])[CH2:12][C:13]([CH3:15])=O. (2) The reactants are: C(OC(=O)[NH:7][CH2:8][C:9]#[C:10][C:11]1[CH:12]=[N:13][C:14]([NH2:26])=[C:15]([C:17]2[S:18][C:19]3[CH:25]=[CH:24][CH:23]=[CH:22][C:20]=3[N:21]=2)[CH:16]=1)(C)(C)C.FC(F)(F)C(O)=O.C([O-])(O)=O.[Na+]. Given the product [NH2:7][CH2:8][C:9]#[C:10][C:11]1[CH:16]=[C:15]([C:17]2[S:18][C:19]3[CH:25]=[CH:24][CH:23]=[CH:22][C:20]=3[N:21]=2)[C:14]([NH2:26])=[N:13][CH:12]=1, predict the reactants needed to synthesize it.